Predict the reactants needed to synthesize the given product. From a dataset of Full USPTO retrosynthesis dataset with 1.9M reactions from patents (1976-2016). (1) The reactants are: [S:1]([N:11]1[C:15]2[N:16]=[CH:17][C:18]3[N:19]([C:20]([C@@H:23]4[C@H:28]5[C@H:26]([CH2:27]5)[C@H:25]([NH:29]C(=O)OCC)[CH2:24]4)=[N:21][N:22]=3)[C:14]=2[CH:13]=[CH:12]1)([C:4]1[CH:10]=[CH:9][C:7]([CH3:8])=[CH:6][CH:5]=1)(=[O:3])=[O:2].CN(C(ON1N=NC2C=CC=NC1=2)=[N+](C)C)C.F[P-](F)(F)(F)(F)F.C[Si](I)(C)C.C([O-])(O)=O.[Na+]. Given the product [S:1]([N:11]1[C:15]2[N:16]=[CH:17][C:18]3[N:19]([C:20]([C@@H:23]4[C@H:28]5[C@H:26]([CH2:27]5)[C@H:25]([NH2:29])[CH2:24]4)=[N:21][N:22]=3)[C:14]=2[CH:13]=[CH:12]1)([C:4]1[CH:10]=[CH:9][C:7]([CH3:8])=[CH:6][CH:5]=1)(=[O:2])=[O:3], predict the reactants needed to synthesize it. (2) Given the product [NH2:28][C:27]1[C:22]([Cl:21])=[N:23][CH:24]=[CH:25][C:26]=1[NH:29][C:18]([C:11]1[CH:12]=[CH:13][CH:14]=[C:15]2[C:10]=1[N:9]=[C:8]([O:1][C:2]1[CH:3]=[CH:4][CH:5]=[CH:6][CH:7]=1)[CH:17]=[CH:16]2)=[O:20].[NH2:29][C:26]1[CH:25]=[CH:24][N:23]=[C:22]([Cl:21])[C:27]=1[NH:28][C:18]([C:11]1[CH:12]=[CH:13][CH:14]=[C:15]2[C:10]=1[N:9]=[C:8]([O:1][C:2]1[CH:7]=[CH:6][CH:5]=[CH:4][CH:3]=1)[CH:17]=[CH:16]2)=[O:19], predict the reactants needed to synthesize it. The reactants are: [O:1]([C:8]1[CH:17]=[CH:16][C:15]2[C:10](=[C:11]([C:18]([OH:20])=[O:19])[CH:12]=[CH:13][CH:14]=2)[N:9]=1)[C:2]1[CH:7]=[CH:6][CH:5]=[CH:4][CH:3]=1.[Cl:21][C:22]1[C:27]([NH2:28])=[C:26]([NH2:29])[CH:25]=[CH:24][N:23]=1.CN(C(ON1N=NC2C=CC=NC1=2)=[N+](C)C)C.F[P-](F)(F)(F)(F)F.CCN(C(C)C)C(C)C. (3) Given the product [C:19]([C:7]([C:1]1[CH:2]=[CH:3][CH:4]=[CH:5][CH:6]=1)([C:8]([O:10][CH2:11][CH3:12])=[O:9])[C:13]([O:15][CH2:16][CH3:17])=[O:14])(=[O:18])[CH3:20], predict the reactants needed to synthesize it. The reactants are: [C:1]1([CH:7]([C:13]([O:15][CH2:16][CH3:17])=[O:14])[C:8]([O:10][CH2:11][CH3:12])=[O:9])[CH:6]=[CH:5][CH:4]=[CH:3][CH:2]=1.[O-:18][CH2:19][CH3:20].[Na+].C(Cl)(=O)C.Cl.